Dataset: Forward reaction prediction with 1.9M reactions from USPTO patents (1976-2016). Task: Predict the product of the given reaction. (1) Given the reactants [CH:1]12[CH2:10][CH:5]3[CH2:6][CH:7]([CH2:9][CH:3]([CH2:4]3)[CH:2]1[C:11]([OH:13])=[O:12])[CH2:8]2.CO.[CH3:16][Si](C=[N+]=[N-])(C)C, predict the reaction product. The product is: [CH:3]12[CH2:9][CH:7]3[CH2:6][CH:5]([CH2:10][CH:1]([CH2:8]3)[CH:2]1[C:11]([O:13][CH3:16])=[O:12])[CH2:4]2. (2) Given the reactants [H-].[Na+].[CH3:3][N:4]([CH3:8])[CH2:5][CH2:6][OH:7].[Si]([O:16][C:17]1[C:25]2[C:20](=[CH:21][N:22]=[CH:23][CH:24]=2)[O:19][C:18]=1[C:26]1[CH:27]=[N:28][C:29](Cl)=[N:30][CH:31]=1)(C(C)(C)C)(C)C, predict the reaction product. The product is: [CH3:3][N:4]([CH3:8])[CH2:5][CH2:6][O:7][C:29]1[N:30]=[CH:31][C:26]([C:18]2[O:19][C:20]3=[CH:21][N:22]=[CH:23][CH:24]=[C:25]3[C:17]=2[OH:16])=[CH:27][N:28]=1. (3) Given the reactants [CH2:1]([C@H:8]1[CH2:13][N:12]([C:14]2[CH:23]=[CH:22][C:21]([O:24][CH3:25])=[C:20]3[C:15]=2[CH:16]=[CH:17][C:18]([C:26]([F:29])([F:28])[F:27])=[N:19]3)[CH2:11][CH2:10][N:9]1[CH2:30][C:31](O)=[O:32])[C:2]1[CH:7]=[CH:6][CH:5]=[CH:4][CH:3]=1.[O:34]1[CH2:39][CH2:38][CH2:37][CH2:36][CH:35]1[O:40][NH2:41].C1CCC(N=C=NC2CCCCC2)CC1.CCOC(C)=O, predict the reaction product. The product is: [CH2:1]([C@H:8]1[CH2:13][N:12]([C:14]2[CH:23]=[CH:22][C:21]([O:24][CH3:25])=[C:20]3[C:15]=2[CH:16]=[CH:17][C:18]([C:26]([F:27])([F:29])[F:28])=[N:19]3)[CH2:11][CH2:10][N:9]1[CH2:30][C:31]([NH:41][O:40][CH:35]1[CH2:36][CH2:37][CH2:38][CH2:39][O:34]1)=[O:32])[C:2]1[CH:3]=[CH:4][CH:5]=[CH:6][CH:7]=1. (4) Given the reactants [Cl-].[NH4+].[C:3]([O:7][C:8]([NH:10][CH:11]1[CH2:16][CH2:15][CH:14]([N:17]([C@@H:25]2[CH2:27][C@H:26]2[C:28]2[CH:33]=[CH:32][C:31]([C:34]3[CH:39]=[CH:38][CH:37]=[C:36]([NH:40][S:41]([C:44]4[CH:45]=[N:46][C:47]([N+:50]([O-])=O)=[CH:48][CH:49]=4)(=[O:43])=[O:42])[CH:35]=3)=[CH:30][CH:29]=2)[C:18](=[O:24])[O:19][C:20]([CH3:23])([CH3:22])[CH3:21])[CH2:13][CH2:12]1)=[O:9])([CH3:6])([CH3:5])[CH3:4], predict the reaction product. The product is: [NH2:50][C:47]1[N:46]=[CH:45][C:44]([S:41]([NH:40][C:36]2[CH:35]=[C:34]([C:31]3[CH:30]=[CH:29][C:28]([C@@H:26]4[CH2:27][C@H:25]4[N:17]([CH:14]4[CH2:13][CH2:12][CH:11]([NH:10][C:8]([O:7][C:3]([CH3:6])([CH3:5])[CH3:4])=[O:9])[CH2:16][CH2:15]4)[C:18](=[O:24])[O:19][C:20]([CH3:22])([CH3:23])[CH3:21])=[CH:33][CH:32]=3)[CH:39]=[CH:38][CH:37]=2)(=[O:42])=[O:43])=[CH:49][CH:48]=1. (5) Given the reactants Br[C:2]1[C:3]([CH2:24][CH3:25])=[C:4]([C:8]2[N:12]=[C:11]([C:13]3[CH:14]=[C:15]([Cl:23])[C:16]([O:19][CH:20]([CH3:22])[CH3:21])=[N:17][CH:18]=3)[O:10][N:9]=2)[CH:5]=[CH:6][CH:7]=1.CC1C=CC=CC=1P(C1C=CC=CC=1C)C1C=CC=CC=1C.Br[Zn][CH2:50][CH2:51][CH2:52][C:53]([O:55][CH2:56][CH3:57])=[O:54], predict the reaction product. The product is: [Cl:23][C:15]1[CH:14]=[C:13]([C:11]2[O:10][N:9]=[C:8]([C:4]3[C:3]([CH2:24][CH3:25])=[C:2]([CH2:50][CH2:51][CH2:52][C:53]([O:55][CH2:56][CH3:57])=[O:54])[CH:7]=[CH:6][CH:5]=3)[N:12]=2)[CH:18]=[N:17][C:16]=1[O:19][CH:20]([CH3:22])[CH3:21]. (6) Given the reactants [O:1]1[C:5]2[CH:6]=[CH:7][CH:8]=[CH:9][C:4]=2[N:3]=[C:2]1[C:10]1[CH:11]=[C:12]([NH2:21])[CH:13]=[CH:14][C:15]=1[O:16][C:17]([F:20])([F:19])[F:18].Cl.Cl[C:24](OC(Cl)(Cl)Cl)=[O:25], predict the reaction product. The product is: [N:21]([C:12]1[CH:13]=[CH:14][C:15]([O:16][C:17]([F:19])([F:18])[F:20])=[C:10]([C:2]2[O:1][C:5]3[CH:6]=[CH:7][CH:8]=[CH:9][C:4]=3[N:3]=2)[CH:11]=1)=[C:24]=[O:25]. (7) Given the reactants [CH3:1][CH:2]([CH3:6])[CH2:3][CH2:4][NH2:5].[N:7]1[CH:8]=[CH:9][N:10]2[CH:15]=[CH:14][C:13]([CH2:16][NH:17][C:18]([C:20]3[CH:28]=[CH:27][C:23]([C:24]([OH:26])=O)=[CH:22][CH:21]=3)=[O:19])=[CH:12][C:11]=12.[N+]([C:32]1[CH:40]=CC(C(O)=O)=C[CH:33]=1)([O-])=O, predict the reaction product. The product is: [N:7]1[CH:8]=[CH:9][N:10]2[CH:15]=[CH:14][C:13]([CH2:16][NH:17][C:18](=[O:19])[C:20]3[CH:21]=[CH:22][C:23]([C:24]([N:5]4[CH2:40][CH2:32][CH2:33][CH:4]4[CH2:3][CH:2]([CH3:6])[CH3:1])=[O:26])=[CH:27][CH:28]=3)=[CH:12][C:11]=12. (8) Given the reactants F[C:2]1[CH:3]=[C:4]([CH:13]=[CH:14][C:15]=1[N+:16]([O-:18])=[O:17])[O:5][CH2:6][C:7]1[CH:11]=[CH:10][N:9]([CH3:12])[N:8]=1.C([O-])([O-])=O.[K+].[K+].[CH3:25][C:26]1[CH:31]=[C:30]([O:32][C:33]([F:36])([F:35])[F:34])[CH:29]=[CH:28][C:27]=1[CH2:37][NH2:38], predict the reaction product. The product is: [CH3:12][N:9]1[CH:10]=[CH:11][C:7]([CH2:6][O:5][C:4]2[CH:13]=[CH:14][C:15]([N+:16]([O-:18])=[O:17])=[C:2]([CH:3]=2)[NH:38][CH2:37][C:27]2[CH:28]=[CH:29][C:30]([O:32][C:33]([F:34])([F:35])[F:36])=[CH:31][C:26]=2[CH3:25])=[N:8]1. (9) Given the reactants CC1C=C([C:9]2(C3C=CC(N)=C(C)C=3)[C:21]3[CH:20]=[C:19](C#C[Si](C)(C)C)[CH:18]=[CH:17][C:16]=3[C:15]3[C:10]2=[CH:11][C:12]([C:28]#[C:29][Si](C)(C)C)=[CH:13][CH:14]=3)C=CC=1N.C[Si]([C:46]#[CH:47])(C)C.CC(O)(C#C)C.CC1C=C(C2(C3C=CC(N)=C(C)C=3)C3C=C(CC(O)(C)C#C)C=CC=3C3C2=CC(CC(C)(O)C#C)=CC=3)C=CC=1N, predict the reaction product. The product is: [C:28]([C:12]1[CH:13]=[CH:14][C:15]2[C:16]3[C:21](=[CH:20][CH:19]=[CH:18][CH:17]=3)[CH2:9][C:10]=2[C:11]=1[C:46]#[CH:47])#[CH:29].